The task is: Predict the product of the given reaction.. This data is from Forward reaction prediction with 1.9M reactions from USPTO patents (1976-2016). (1) Given the reactants Br[C:2]1[NH:11][C:5]2[N:6]=[CH:7][N:8]=[C:9]([NH2:10])[C:4]=2[C:3]=1[C:12]1[CH:17]=[CH:16][C:15]([CH3:18])=[CH:14][CH:13]=1.[CH2:19](C([SnH3])=C(CCCC)CCCC)[CH2:20]CC, predict the reaction product. The product is: [C:15]1([CH3:18])[CH:16]=[CH:17][C:12]([C:3]2[C:4]3[C:9]([NH2:10])=[N:8][CH:7]=[N:6][C:5]=3[NH:11][C:2]=2[CH:19]=[CH2:20])=[CH:13][CH:14]=1. (2) Given the reactants [F:1][C:2]1[CH:3]=[CH:4][C:5]([O:20][CH3:21])=[C:6]([C:8]([CH3:19])([CH3:18])[CH2:9][C:10]([OH:17])([C:13]([F:16])([F:15])[F:14])[CH:11]=O)[CH:7]=1.[NH2:22][C:23]1[CH:32]=[CH:31][CH:30]=[C:29]2[C:24]=1[CH:25]=[CH:26][C:27](=[O:33])[NH:28]2, predict the reaction product. The product is: [F:1][C:2]1[CH:3]=[CH:4][C:5]([O:20][CH3:21])=[C:6]([C:8]([CH3:18])([CH3:19])[CH2:9][C:10]([C:13]([F:15])([F:16])[F:14])([OH:17])[CH2:11][NH:22][C:23]2[CH:32]=[CH:31][CH:30]=[C:29]3[C:24]=2[CH:25]=[CH:26][C:27](=[O:33])[NH:28]3)[CH:7]=1. (3) Given the reactants [CH3:1][O:2][C:3]1[CH:4]=[C:5]([NH:17][C:18]([C:20]2[S:24][C:23]([C:25]3[CH:30]=[CH:29][C:28]([Cl:31])=[CH:27][CH:26]=3)=[N:22][C:21]=2[CH2:32][CH2:33]O)=[O:19])[CH:6]=[CH:7][C:8]=1[O:9][CH2:10][CH2:11][N:12]1[CH2:16][CH2:15][CH2:14][CH2:13]1.CC(OI1(OC(C)=O)(OC(C)=O)OC(=O)C2C=CC=CC1=2)=O, predict the reaction product. The product is: [Cl:31][C:28]1[CH:29]=[CH:30][C:25]([C:23]2[S:24][C:20]3[C:18](=[O:19])[N:17]([C:5]4[CH:6]=[CH:7][C:8]([O:9][CH2:10][CH2:11][N:12]5[CH2:13][CH2:14][CH2:15][CH2:16]5)=[C:3]([O:2][CH3:1])[CH:4]=4)[CH:33]=[CH:32][C:21]=3[N:22]=2)=[CH:26][CH:27]=1. (4) Given the reactants [NH2:1][C:2]1([CH2:8][C:9]([OH:11])=[O:10])[CH2:7][CH2:6][CH2:5][CH2:4][CH2:3]1.[OH-].[Na+].[C:14]1([N:20]=[C:21]=[O:22])[CH:19]=[CH:18][CH:17]=[CH:16][CH:15]=1, predict the reaction product. The product is: [NH:20]([C:21]([NH:1][C:2]1([CH2:8][C:9]([OH:11])=[O:10])[CH2:7][CH2:6][CH2:5][CH2:4][CH2:3]1)=[O:22])[C:14]1[CH:19]=[CH:18][CH:17]=[CH:16][CH:15]=1.